From a dataset of Human liver microsome stability data. Regression/Classification. Given a drug SMILES string, predict its absorption, distribution, metabolism, or excretion properties. Task type varies by dataset: regression for continuous measurements (e.g., permeability, clearance, half-life) or binary classification for categorical outcomes (e.g., BBB penetration, CYP inhibition). Dataset: hlm. (1) The drug is Cc1ccc(NC(=O)N2CCCN(C(=O)CCC3CCCC3)CC2)cc1. The result is 1 (stable in human liver microsomes). (2) The drug is CCN(C(=O)NCC(=O)Nc1ccc(-c2ccc(CC(=O)O)cc2)cc1Cl)c1ccc(C(C)(C)C)cc1Cl. The result is 1 (stable in human liver microsomes). (3) The drug is Cc1nc(C(=O)N2CCC[C@@H](C)[C@H]2CNc2nc3ccccc3o2)c(-c2ccccc2)s1. The result is 0 (unstable in human liver microsomes). (4) The molecule is c1cc2c(ncc3ncn([C@H]4CC[C@H](NCC5CC5)CC4)c32)[nH]1. The result is 0 (unstable in human liver microsomes). (5) The molecule is Cn1nc(-c2ccc(C(=O)N3CCC[C@H]3CN3CCCC3)cc2)ccc1=O. The result is 0 (unstable in human liver microsomes). (6) The compound is CN1CCN(C2(CNC3CCN(c4cccc(-c5cc6cc(F)ccc6[nH]5)c4)CC3)CCC2)CC1. The result is 0 (unstable in human liver microsomes). (7) The compound is O=C(NCCC(c1ccc(F)cc1)c1ccc(F)cc1)c1cccnc1. The result is 1 (stable in human liver microsomes).